This data is from Serine/threonine kinase 33 screen with 319,792 compounds. The task is: Binary Classification. Given a drug SMILES string, predict its activity (active/inactive) in a high-throughput screening assay against a specified biological target. (1) The drug is o1c(nc2c(cc(OC)c(OC)c2)c1=O)c1c(cccc1)C. The result is 0 (inactive). (2) The molecule is O=C(Nc1c(NC(=O)C)cccc1)C\C(=N\NC(=O)c1c(OC)cccc1)C. The result is 0 (inactive). (3) The compound is O=C(c1c(nc(Nc2nc3c(cc(CC)cc3)c(n2)C)nc1)C)C. The result is 0 (inactive). (4) The drug is Clc1cc2c(=O)n(c(SCC(=O)NCCC=3CCCCC3)nc2cc1)CC=C. The result is 0 (inactive). (5) The compound is o1c(C(=O)N2CCCCCC2)cc2c(c1=O)cccc2. The result is 0 (inactive). (6) The molecule is O=C1NCCCC1C(=O)N\N=C\c1ccc([N+]([O-])=O)cc1. The result is 0 (inactive). (7) The compound is O1CCN(CC1)c1ccc(NC(=O)COC(=O)c2ccc(OC)cc2)cc1. The result is 0 (inactive).